Dataset: Full USPTO retrosynthesis dataset with 1.9M reactions from patents (1976-2016). Task: Predict the reactants needed to synthesize the given product. Given the product [C:16]([N:23]1[CH2:27][CH2:26][CH2:25][C@H:24]1[CH2:28][C:29]#[N:30])([O:18][C:19]([CH3:22])([CH3:21])[CH3:20])=[O:17], predict the reactants needed to synthesize it. The reactants are: NCC[C@@H]1CCCN1C.[H-].[Al+3].[Li+].[H-].[H-].[H-].[C:16]([N:23]1[CH2:27][CH2:26][CH2:25][CH:24]1[CH2:28][C:29]#[N:30])([O:18][C:19]([CH3:22])([CH3:21])[CH3:20])=[O:17].